From a dataset of Forward reaction prediction with 1.9M reactions from USPTO patents (1976-2016). Predict the product of the given reaction. Given the reactants [NH2:1][CH2:2][CH2:3][OH:4].C(N(CC)C(C)C)(C)C.[C:14]([Si:18](Cl)([CH3:20])[CH3:19])([CH3:17])([CH3:16])[CH3:15].O, predict the reaction product. The product is: [Si:18]([O:4][CH2:3][CH2:2][NH2:1])([C:14]([CH3:17])([CH3:16])[CH3:15])([CH3:20])[CH3:19].